From a dataset of Catalyst prediction with 721,799 reactions and 888 catalyst types from USPTO. Predict which catalyst facilitates the given reaction. (1) Reactant: Cl[C:2]1[N:9]=[C:8]([C:10]2[CH:15]=[CH:14][C:13]([Cl:16])=[CH:12][C:11]=2[Cl:17])[C:7]([C:18]2[CH:23]=[CH:22][C:21]([CH3:24])=[CH:20][CH:19]=2)=[CH:6][C:3]=1[C:4]#[N:5].[F:25][C:26]1[CH:31]=[CH:30][C:29]([CH:32]([OH:34])[CH3:33])=[CH:28][CH:27]=1.C(=O)([O-])[O-].[Cs+].[Cs+]. Product: [Cl:17][C:11]1[CH:12]=[C:13]([Cl:16])[CH:14]=[CH:15][C:10]=1[C:8]1[C:7]([C:18]2[CH:23]=[CH:22][C:21]([CH3:24])=[CH:20][CH:19]=2)=[CH:6][C:3]([C:4]#[N:5])=[C:2]([O:34][CH:32]([C:29]2[CH:30]=[CH:31][C:26]([F:25])=[CH:27][CH:28]=2)[CH3:33])[N:9]=1. The catalyst class is: 11. (2) Reactant: C([O:5][C:6](=[O:32])/[CH:7]=[CH:8]/[C:9]1[CH:14]=[CH:13][C:12]([O:15][C:16]2[CH:21]=[CH:20][C:19]([O:22][CH2:23][C:24]3[CH:29]=[CH:28][CH:27]=[CH:26][C:25]=3[Cl:30])=[CH:18][N:17]=2)=[C:11]([F:31])[CH:10]=1)CCC.[OH-].[Na+]. Product: [Cl:30][C:25]1[CH:26]=[CH:27][CH:28]=[CH:29][C:24]=1[CH2:23][O:22][C:19]1[CH:20]=[CH:21][C:16]([O:15][C:12]2[CH:13]=[CH:14][C:9](/[CH:8]=[CH:7]/[C:6]([OH:32])=[O:5])=[CH:10][C:11]=2[F:31])=[N:17][CH:18]=1. The catalyst class is: 14. (3) Reactant: [Si]([O:8][CH2:9][C@@H:10]([N:12]([CH3:20])[C:13](=[O:19])[O:14][C:15]([CH3:18])([CH3:17])[CH3:16])[CH3:11])(C(C)(C)C)(C)C.CCCC[N+](CCCC)(CCCC)CCCC.[F-].[CH2:39]([C:41]1[CH:46]=[CH:45][C:44]([N:47]=[C:48]=[O:49])=[CH:43][CH:42]=1)[CH3:40]. Product: [CH2:39]([C:41]1[CH:46]=[CH:45][C:44]([NH:47][C:48](=[O:49])[O:8][CH2:9][C@@H:10]([N:12]([CH3:20])[C:13]([O:14][C:15]([CH3:16])([CH3:17])[CH3:18])=[O:19])[CH3:11])=[CH:43][CH:42]=1)[CH3:40]. The catalyst class is: 230. (4) Reactant: Cl[C:2]1[CH:3]=[CH:4][C:5]2[N:6]([C:8]([C:11]([O:13][CH2:14][CH3:15])=[O:12])=[CH:9][N:10]=2)[N:7]=1.[OH:16][C:17]1[CH:22]=[CH:21][CH:20]=[CH:19][C:18]=1B(O)O. Product: [OH:16][C:17]1[CH:22]=[CH:21][CH:20]=[CH:19][C:18]=1[C:2]1[CH:3]=[CH:4][C:5]2[N:6]([C:8]([C:11]([O:13][CH2:14][CH3:15])=[O:12])=[CH:9][N:10]=2)[N:7]=1. The catalyst class is: 752.